This data is from Full USPTO retrosynthesis dataset with 1.9M reactions from patents (1976-2016). The task is: Predict the reactants needed to synthesize the given product. (1) The reactants are: [C:1]([O-])([O-])(OCC)[CH3:2].[Cl:8][C:9]1[CH:10]=[C:11]([NH2:17])[C:12]([NH2:16])=[CH:13][C:14]=1[F:15]. Given the product [Cl:8][C:9]1[C:14]([F:15])=[CH:13][C:12]2[NH:16][C:1]([CH3:2])=[N:17][C:11]=2[CH:10]=1, predict the reactants needed to synthesize it. (2) Given the product [F:1][C:2]1[C:3]([C:22]2[S:26][C:25]([C:27]3([OH:31])[CH2:30][CH2:29][CH2:28]3)=[N:24][CH:23]=2)=[C:4]2[CH:10]=[C:9]([C:37]3[C:36]4[C:40](=[CH:41][CH:42]=[C:34]([O:33][CH3:32])[CH:35]=4)[N:39]([C:43]([O:45][C:46]([CH3:49])([CH3:48])[CH3:47])=[O:44])[CH:38]=3)[N:8]([S:12]([C:15]3[CH:21]=[CH:20][C:18]([CH3:19])=[CH:17][CH:16]=3)(=[O:14])=[O:13])[C:5]2=[N:6][CH:7]=1, predict the reactants needed to synthesize it. The reactants are: [F:1][C:2]1[C:3]([C:22]2[S:26][C:25]([C:27]3([OH:31])[CH2:30][CH2:29][CH2:28]3)=[N:24][CH:23]=2)=[C:4]2[CH:10]=[C:9](I)[N:8]([S:12]([C:15]3[CH:21]=[CH:20][C:18]([CH3:19])=[CH:17][CH:16]=3)(=[O:14])=[O:13])[C:5]2=[N:6][CH:7]=1.[CH3:32][O:33][C:34]1[CH:35]=[C:36]2[C:40](=[CH:41][CH:42]=1)[N:39]([C:43]([O:45][C:46]([CH3:49])([CH3:48])[CH3:47])=[O:44])[CH:38]=[C:37]2B1OC(C)(C)C(C)(C)O1.C(=O)(O)[O-]. (3) Given the product [NH2:30][C:27]1[CH:28]=[CH:29][C:22]([S:19]([C:15]([CH3:18])([CH3:17])[CH3:16])(=[O:21])=[O:20])=[C:23]([CH:26]=1)[C:24]#[N:25], predict the reactants needed to synthesize it. The reactants are: NC1C=CC(S(CC)(=O)=O)=C(C=1)C#N.[C:15]([S:19]([C:22]1[CH:29]=[CH:28][C:27]([N+:30]([O-])=O)=[CH:26][C:23]=1[C:24]#[N:25])(=[O:21])=[O:20])([CH3:18])([CH3:17])[CH3:16].